This data is from Peptide-MHC class I binding affinity with 185,985 pairs from IEDB/IMGT. The task is: Regression. Given a peptide amino acid sequence and an MHC pseudo amino acid sequence, predict their binding affinity value. This is MHC class I binding data. The peptide sequence is FQPPNGQFI. The MHC is H-2-Db with pseudo-sequence H-2-Db. The binding affinity (normalized) is 0.437.